This data is from Full USPTO retrosynthesis dataset with 1.9M reactions from patents (1976-2016). The task is: Predict the reactants needed to synthesize the given product. (1) The reactants are: [Cl:1][C:2]1[CH:7]=[CH:6][C:5]([O:8][C:9]2[CH:14]=[CH:13][C:12]([CH:15](O)[CH3:16])=[CH:11][CH:10]=2)=[CH:4][C:3]=1[C:18]([F:21])([F:20])[F:19].S(Cl)([Cl:24])=O. Given the product [Cl:1][C:2]1[CH:7]=[CH:6][C:5]([O:8][C:9]2[CH:14]=[CH:13][C:12]([CH:15]([Cl:24])[CH3:16])=[CH:11][CH:10]=2)=[CH:4][C:3]=1[C:18]([F:21])([F:20])[F:19], predict the reactants needed to synthesize it. (2) Given the product [CH3:1][C:2]1[N:7]([CH2:8][C:9]2[S:10][C:11]([C:14]([F:17])([F:16])[F:15])=[CH:12][CH:13]=2)[C:6](=[O:18])[N:5]=[C:4]([N:23]2[CH:24]([C:32]([O:34][CH2:35][CH3:36])=[O:33])[CH2:25][C:26]3[C:31](=[CH:30][CH:29]=[CH:28][CH:27]=3)[CH2:22]2)[N:3]=1, predict the reactants needed to synthesize it. The reactants are: [CH3:1][C:2]1[N:7]([CH2:8][C:9]2[S:10][C:11]([C:14]([F:17])([F:16])[F:15])=[CH:12][CH:13]=2)[C:6](=[O:18])[N:5]=[C:4](SC)[N:3]=1.Cl.[CH2:22]1[C:31]2[C:26](=[CH:27][CH:28]=[CH:29][CH:30]=2)[CH2:25][CH:24]([C:32]([O:34][CH2:35][CH3:36])=[O:33])[NH:23]1. (3) Given the product [CH3:39][C:2]1([CH3:1])[CH2:5][CH:4]([CH:6]([NH:23][C:24]2[CH:29]=[N:28][C:27]([N:30]3[CH:34]=[C:33]([C:35]([F:37])([F:38])[F:36])[CH:32]=[N:31]3)=[N:26][CH:25]=2)[C:7]2[CH:8]=[CH:9][C:10]([C:11]([NH:13][CH:14]=[CH:15][C:16]([O:18][CH2:19][CH3:20])=[O:17])=[O:12])=[CH:21][CH:22]=2)[CH2:3]1.[CH3:39][C:2]1([CH3:1])[CH2:5][CH:4]([CH:6]([NH:23][C:24]2[CH:29]=[N:28][C:27]([N:30]3[CH:34]=[C:33]([C:35]([F:37])([F:38])[F:36])[CH:32]=[N:31]3)=[N:26][CH:25]=2)[C:7]2[CH:8]=[CH:9][C:10]([C:11]([NH:13][CH2:14][CH2:15][C:16]([O:18][CH2:19][CH3:20])=[O:17])=[O:12])=[CH:21][CH:22]=2)[CH2:3]1, predict the reactants needed to synthesize it. The reactants are: [CH3:1][C:2]1([CH3:39])[CH2:5][CH:4]([CH:6]([NH:23][C:24]2[CH:25]=[N:26][C:27]([N:30]3[CH:34]=[C:33]([C:35]([F:38])([F:37])[F:36])[CH:32]=[N:31]3)=[N:28][CH:29]=2)[C:7]2[CH:22]=[CH:21][C:10]([C:11]([NH:13][CH2:14][CH2:15][C:16]([O:18][CH2:19][CH3:20])=[O:17])=[O:12])=[CH:9][CH:8]=2)[CH2:3]1.C(=O)=O.CO. (4) Given the product [Cl:1][C:2]1[CH:3]=[CH:4][C:5]([C:8]2[S:16][C:15]3[C:14](=[O:17])[N:13]([C:18]4[CH:23]=[CH:22][C:21]([O:24][CH2:28][CH:29]5[CH2:34][CH2:33][CH2:32][N:31]([CH3:35])[CH2:30]5)=[C:20]([O:25][CH3:26])[CH:19]=4)[CH:12]=[N:11][C:10]=3[CH:9]=2)=[CH:6][CH:7]=1, predict the reactants needed to synthesize it. The reactants are: [Cl:1][C:2]1[CH:7]=[CH:6][C:5]([C:8]2[S:16][C:15]3[C:14](=[O:17])[N:13]([C:18]4[CH:23]=[CH:22][C:21]([OH:24])=[C:20]([O:25][CH3:26])[CH:19]=4)[CH:12]=[N:11][C:10]=3[CH:9]=2)=[CH:4][CH:3]=1.Cl[CH2:28][CH:29]1[CH2:34][CH2:33][CH2:32][N:31]([CH3:35])[CH2:30]1.C([O-])([O-])=O.[Cs+].[Cs+]. (5) Given the product [OH:22][C:21]1[C:16]2[N:17]([C:13]([C:11]([NH:10][CH2:9][C:8]([NH:7][C:6](=[O:36])[O:5][C:1]([CH3:4])([CH3:3])[CH3:2])([CH3:35])[CH2:32][CH2:33][CH3:34])=[O:12])=[C:14]([CH3:31])[N:15]=2)[CH:18]=[C:19]([CH3:30])[CH:20]=1, predict the reactants needed to synthesize it. The reactants are: [C:1]([O:5][C:6](=[O:36])[NH:7][C:8]([CH3:35])([CH2:32][CH2:33][CH3:34])[CH2:9][NH:10][C:11]([C:13]1[N:17]2[CH:18]=[C:19]([CH3:30])[CH:20]=[C:21]([O:22]CC3C=CC=CC=3)[C:16]2=[N:15][C:14]=1[CH3:31])=[O:12])([CH3:4])([CH3:3])[CH3:2]. (6) Given the product [N+:1]([C:4]1[CH:5]=[C:6]([N:10]2[C:11]3[C:12](=[CH:15][CH:16]=[CH:17][N:18]=3)[CH:13]=[C:28]([CH2:27][CH2:26][CH2:25][C:21]3[N:20]=[N:19][CH:24]=[CH:23][CH:22]=3)[C:29]2=[O:30])[CH:7]=[CH:8][CH:9]=1)([O-:3])=[O:2], predict the reactants needed to synthesize it. The reactants are: [N+:1]([C:4]1[CH:5]=[C:6]([NH:10][C:11]2[N:18]=[CH:17][CH:16]=[CH:15][C:12]=2[CH:13]=O)[CH:7]=[CH:8][CH:9]=1)([O-:3])=[O:2].[N:19]1[CH:24]=[CH:23][CH:22]=[C:21]([CH2:25][CH2:26][CH2:27][CH2:28][C:29](OCC)=[O:30])[N:20]=1.[Li+].CC([N-]C(C)C)C.